From a dataset of Forward reaction prediction with 1.9M reactions from USPTO patents (1976-2016). Predict the product of the given reaction. Given the reactants [CH3:1][O:2][C:3]1[CH:8]=[CH:7][C:6]([C:9](=O)[CH2:10][CH2:11][C:12](=O)[CH3:13])=[CH:5][CH:4]=1.[CH2:16]([NH2:28])[CH2:17][CH2:18][CH2:19][CH2:20][CH2:21][CH2:22][CH2:23][CH2:24][CH2:25][CH2:26][CH3:27].C1(C)C=CC(S(O)(=O)=O)=CC=1, predict the reaction product. The product is: [CH2:16]([N:28]1[C:12]([CH3:13])=[CH:11][CH:10]=[C:9]1[C:6]1[CH:7]=[CH:8][C:3]([O:2][CH3:1])=[CH:4][CH:5]=1)[CH2:17][CH2:18][CH2:19][CH2:20][CH2:21][CH2:22][CH2:23][CH2:24][CH2:25][CH2:26][CH3:27].